From a dataset of Catalyst prediction with 721,799 reactions and 888 catalyst types from USPTO. Predict which catalyst facilitates the given reaction. (1) Reactant: F[P-](F)(F)(F)(F)F.C[N+](C)=C(N(C)C)ON1C2N=CC=CC=2N=N1.[CH3:25][O:26][C:27]1[CH:41]=[CH:40][C:30]([O:31][C:32]2[CH:33]=[C:34]([CH2:38][NH2:39])[CH:35]=[CH:36][CH:37]=2)=[CH:29][CH:28]=1.[NH2:42][C:43]1[N:52]=[C:51]([N:53]2[CH2:58][CH2:57][N:56]([CH3:59])[CH2:55][CH2:54]2)[C:50]2[C:45](=[CH:46][C:47]([C:60](O)=[O:61])=[CH:48][CH:49]=2)[N:44]=1.C(N(CC)C(C)C)(C)C. Product: [NH2:42][C:43]1[N:52]=[C:51]([N:53]2[CH2:54][CH2:55][N:56]([CH3:59])[CH2:57][CH2:58]2)[C:50]2[C:45](=[CH:46][C:47]([C:60]([NH:39][CH2:38][C:34]3[CH:35]=[CH:36][CH:37]=[C:32]([O:31][C:30]4[CH:40]=[CH:41][C:27]([O:26][CH3:25])=[CH:28][CH:29]=4)[CH:33]=3)=[O:61])=[CH:48][CH:49]=2)[N:44]=1. The catalyst class is: 9. (2) Reactant: [NH:1]1[CH2:6][CH2:5][CH:4]([NH:7][C:8](=[O:14])[O:9][C:10]([CH3:13])([CH3:12])[CH3:11])[CH2:3][CH2:2]1.CCN(C(C)C)C(C)C.Cl[C:25]1[N:30]=[CH:29][C:28]([CH2:31][CH3:32])=[CH:27][N:26]=1.O. Product: [CH2:31]([C:28]1[CH:27]=[N:26][C:25]([N:1]2[CH2:2][CH2:3][CH:4]([NH:7][C:8](=[O:14])[O:9][C:10]([CH3:11])([CH3:13])[CH3:12])[CH2:5][CH2:6]2)=[N:30][CH:29]=1)[CH3:32]. The catalyst class is: 3.